The task is: Predict which catalyst facilitates the given reaction.. This data is from Catalyst prediction with 721,799 reactions and 888 catalyst types from USPTO. (1) Reactant: B(Br)(Br)Br.[Cl:5][C:6]1[CH:30]=[CH:29][C:9]([C:10]([N:12]2[C:20]3[C:15](=[C:16]([F:23])[C:17]([O:21]C)=[CH:18][CH:19]=3)[C:14]([CH2:24][C:25]([OH:27])=[O:26])=[C:13]2[CH3:28])=[O:11])=[CH:8][CH:7]=1. Product: [Cl:5][C:6]1[CH:30]=[CH:29][C:9]([C:10]([N:12]2[C:20]3[C:15](=[C:16]([F:23])[C:17]([OH:21])=[CH:18][CH:19]=3)[C:14]([CH2:24][C:25]([OH:27])=[O:26])=[C:13]2[CH3:28])=[O:11])=[CH:8][CH:7]=1. The catalyst class is: 4. (2) Reactant: [F:1][C:2]1[CH:3]=[C:4]([CH2:9][C:10]([NH:12][C@H:13]([C:15]([OH:17])=O)[CH3:14])=[O:11])[CH:5]=[C:6]([F:8])[CH:7]=1.[NH2:18][CH:19]1[CH:26]([CH3:27])[CH2:25][CH2:24][NH:23][C:21](=[O:22])[CH2:20]1. Product: [F:8][C:6]1[CH:5]=[C:4]([CH2:9][C:10]([NH:12][C@H:13]([C:15]([NH:18][CH:19]2[CH:26]([CH3:27])[CH2:25][CH2:24][NH:23][C:21](=[O:22])[CH2:20]2)=[O:17])[CH3:14])=[O:11])[CH:3]=[C:2]([F:1])[CH:7]=1. The catalyst class is: 4. (3) Reactant: [Cl:1][C:2]1[CH:27]=[CH:26][C:5]([CH2:6][N:7]2[C:16](=[O:17])[C:15]3[C:10](=[N:11][C:12]4[CH2:21][CH2:20][CH2:19][CH2:18][C:13]=4[N:14]=3)[N:9]([CH2:22][CH2:23][CH3:24])[C:8]2=[O:25])=[CH:4][CH:3]=1.ClC1C=CC=C(C(OO)=[O:36])C=1. Product: [Cl:1][C:2]1[CH:27]=[CH:26][C:5]([CH2:6][N:7]2[C:16](=[O:17])[C:15]3[N+:14]([O-:36])=[C:13]4[CH2:18][CH2:19][CH2:20][CH2:21][C:12]4=[N:11][C:10]=3[N:9]([CH2:22][CH2:23][CH3:24])[C:8]2=[O:25])=[CH:4][CH:3]=1. The catalyst class is: 4. (4) Reactant: [CH2:1]([O:8][C:9]1[CH:14]=[CH:13][C:12]([CH:15](Br)[C:16]([C:18]2[CH:23]=[CH:22][C:21]([O:24][CH3:25])=[CH:20][CH:19]=2)=[O:17])=[CH:11][CH:10]=1)[C:2]1[CH:7]=[CH:6][CH:5]=[CH:4][CH:3]=1.CC(C)=[O:29]. Product: [CH2:1]([O:8][C:9]1[CH:14]=[CH:13][C:12]([CH:15]([OH:29])[C:16]([C:18]2[CH:23]=[CH:22][C:21]([O:24][CH3:25])=[CH:20][CH:19]=2)=[O:17])=[CH:11][CH:10]=1)[C:2]1[CH:7]=[CH:6][CH:5]=[CH:4][CH:3]=1. The catalyst class is: 6.